The task is: Predict the reactants needed to synthesize the given product.. This data is from Full USPTO retrosynthesis dataset with 1.9M reactions from patents (1976-2016). (1) The reactants are: [C:1]1([C:7](=O)[CH2:8][CH2:9][C:10](=O)[CH3:11])[CH:6]=[CH:5][CH:4]=[CH:3][CH:2]=1.[CH3:14][CH2:15][O:16][C:17]1[CH:18]=[CH:19][C:20]([NH2:23])=[CH:21][CH:22]=1. Given the product [CH2:15]([O:16][C:17]1[CH:18]=[CH:19][C:20]([N:23]2[C:10]([CH3:11])=[CH:9][CH:8]=[C:7]2[C:1]2[CH:6]=[CH:5][CH:4]=[CH:3][CH:2]=2)=[CH:21][CH:22]=1)[CH3:14], predict the reactants needed to synthesize it. (2) Given the product [Cl:41][C:16]1[N:21]=[C:20]([C:22]2[CH:23]=[C:24]([NH:28][C:29](=[O:32])[CH:30]=[CH2:31])[CH:25]=[CH:26][CH:27]=2)[C:19]([NH:33][C:34]2[CH:39]=[CH:38][CH:37]=[C:36]([F:40])[CH:35]=2)=[CH:18][N:17]=1, predict the reactants needed to synthesize it. The reactants are: FC1N(C)CCN(C2C=CC(N[C:16]3[N:21]=[C:20]([C:22]4[CH:23]=[C:24]([NH:28][C:29](=[O:32])[CH:30]=[CH2:31])[CH:25]=[CH:26][CH:27]=4)[C:19]([NH:33][C:34]4[CH:39]=[CH:38][CH:37]=[C:36]([F:40])[CH:35]=4)=[CH:18][N:17]=3)=CC=2)C1.[Cl:41]C1N=C(Cl)C(NC2C=CC=C(F)C=2)=CN=1.C(NC1C=C(B(O)O)C=CC=1)(=O)C=C. (3) Given the product [CH2:1]([N:8]1[CH2:13][CH2:12][CH:11]([N:14]2[C:19]3[N:20]=[C:21]([NH:36][CH:37]4[CH2:38][CH2:39][N:40]([C:43]([O:45][C:46]([CH3:49])([CH3:48])[CH3:47])=[O:44])[CH2:41][CH2:42]4)[N:22]=[CH:23][C:18]=3[CH:17]=[C:16]([C:28]3[CH:33]=[CH:32][CH:31]=[CH:30][C:29]=3[CH3:34])[C:15]2=[O:35])[CH2:10][CH2:9]1)[C:2]1[CH:7]=[CH:6][CH:5]=[CH:4][CH:3]=1, predict the reactants needed to synthesize it. The reactants are: [CH2:1]([N:8]1[CH2:13][CH2:12][CH:11]([N:14]2[C:19]3[N:20]=[C:21](S(C)(=O)=O)[N:22]=[CH:23][C:18]=3[CH:17]=[C:16]([C:28]3[CH:33]=[CH:32][CH:31]=[CH:30][C:29]=3[CH3:34])[C:15]2=[O:35])[CH2:10][CH2:9]1)[C:2]1[CH:7]=[CH:6][CH:5]=[CH:4][CH:3]=1.[NH2:36][CH:37]1[CH2:42][CH2:41][N:40]([C:43]([O:45][C:46]([CH3:49])([CH3:48])[CH3:47])=[O:44])[CH2:39][CH2:38]1. (4) Given the product [CH3:28][O:27][N:26]([CH3:25])[C:8]([CH:5]1[CH2:4][CH2:3][C:2](=[O:1])[CH2:7][CH2:6]1)=[O:10], predict the reactants needed to synthesize it. The reactants are: [O:1]=[C:2]1[CH2:7][CH2:6][CH:5]([C:8]([OH:10])=O)[CH2:4][CH2:3]1.C(Cl)(=O)C(Cl)=O.CCN(CC)CC.Cl.[CH3:25][NH:26][O:27][CH3:28]. (5) Given the product [CH3:27][NH:28][C@@H:11]([CH2:13]/[CH:14]=[CH:15]/[C:16]1[CH:17]=[N:18][CH:19]=[C:20]([O:22][CH:23]([CH3:25])[CH3:24])[CH:21]=1)[CH3:12], predict the reactants needed to synthesize it. The reactants are: C1(C)C=CC(S(O[C@H:11]([CH2:13]/[CH:14]=[CH:15]/[C:16]2[CH:17]=[N:18][CH:19]=[C:20]([O:22][CH:23]([CH3:25])[CH3:24])[CH:21]=2)[CH3:12])(=O)=O)=CC=1.[CH3:27][NH2:28]. (6) Given the product [NH2:1][C:2]1[C:7]([S:8]([NH:11][C:12]([C:14]2[C:15]([N:21]3[CH2:25][C@@H:24]([CH3:26])[CH2:23][C:22]3([CH3:28])[CH3:27])=[N:16][C:17]([C:34]3[CH:33]=[CH:32][CH:31]=[C:30]([F:29])[N:35]=3)=[CH:18][CH:19]=2)=[O:13])(=[O:10])=[O:9])=[CH:6][CH:5]=[CH:4][N:3]=1, predict the reactants needed to synthesize it. The reactants are: [NH2:1][C:2]1[C:7]([S:8]([NH:11][C:12]([C:14]2[C:15]([N:21]3[CH2:25][C@@H:24]([CH3:26])[CH2:23][C:22]3([CH3:28])[CH3:27])=[N:16][C:17](Cl)=[CH:18][CH:19]=2)=[O:13])(=[O:10])=[O:9])=[CH:6][CH:5]=[CH:4][N:3]=1.[F:29][C:30]1[N:35]=[C:34](B(O)O)[CH:33]=[CH:32][CH:31]=1.ClCCl.C([O-])([O-])=O.[Na+].[Na+].